This data is from Forward reaction prediction with 1.9M reactions from USPTO patents (1976-2016). The task is: Predict the product of the given reaction. (1) Given the reactants [CH2:1]([O:3][C:4]([C:6]1[CH:7]=[C:8]2[C:13](=[CH:14][CH:15]=1)[NH:12][CH:11]([C:16]1[CH:21]=[CH:20][CH:19]=[C:18](Br)[CH:17]=1)[C:10]([CH3:24])([CH3:23])[CH2:9]2)=[O:5])[CH3:2].C(=O)([O-])[O-].[Cs+].[Cs+].CC1(C)C2C(=C(P(C3C=CC=CC=3)C3C=CC=CC=3)C=CC=2)OC2C(P(C3C=CC=CC=3)C3C=CC=CC=3)=CC=CC1=2.Cl.[Cl:74][C:75]1[CH:80]=[CH:79][C:78]([N:81]2[CH2:86][CH2:85][NH:84][CH2:83][CH2:82]2)=[CH:77][CH:76]=1, predict the reaction product. The product is: [CH2:1]([O:3][C:4]([C:6]1[CH:7]=[C:8]2[C:13](=[CH:14][CH:15]=1)[NH:12][CH:11]([C:16]1[CH:21]=[CH:20][CH:19]=[C:18]([N:84]3[CH2:83][CH2:82][N:81]([C:78]4[CH:77]=[CH:76][C:75]([Cl:74])=[CH:80][CH:79]=4)[CH2:86][CH2:85]3)[CH:17]=1)[C:10]([CH3:24])([CH3:23])[CH2:9]2)=[O:5])[CH3:2]. (2) Given the reactants O=C(C1C=CC=CC=1)CO[C:5]([C:7]1[C:11]([NH:12][C:13](=[O:15])[CH3:14])=[CH:10][N:9]([CH2:16][C:17]2[CH:22]=[CH:21][C:20]([O:23][CH3:24])=[CH:19][CH:18]=2)[N:8]=1)=O.[C:31]([O-])(=O)[CH3:32].[NH4+:35], predict the reaction product. The product is: [CH3:24][O:23][C:20]1[CH:19]=[CH:18][C:17]([CH2:16][N:9]2[CH:10]=[C:11]([NH:12][C:13](=[O:15])[CH3:14])[C:7]([C:5]3[NH:35][CH:5]=[C:7]([C:31]4[CH:32]=[CH:19][CH:18]=[CH:17][CH:16]=4)[N:8]=3)=[N:8]2)=[CH:22][CH:21]=1. (3) Given the reactants [CH:1]([CH:3]1[C:15]2[CH:14]=[C:13]([NH:16][C:17]([O:19][C:20]([CH3:23])([CH3:22])[CH3:21])=[O:18])[CH:12]=[CH:11][C:10]=2[C:9]2[C:4]1=[CH:5][CH:6]=[CH:7][CH:8]=2)=[O:2].[BH4-].[Na+].C(NC1C=CC2C3C(=CC=CC=3)CC=2C=1)(OC(C)(C)C)=O.CC(OC)(C)C, predict the reaction product. The product is: [OH:2][CH2:1][CH:3]1[C:15]2[CH:14]=[C:13]([NH:16][C:17]([O:19][C:20]([CH3:23])([CH3:22])[CH3:21])=[O:18])[CH:12]=[CH:11][C:10]=2[C:9]2[C:4]1=[CH:5][CH:6]=[CH:7][CH:8]=2.